This data is from Experimentally validated miRNA-target interactions with 360,000+ pairs, plus equal number of negative samples. The task is: Binary Classification. Given a miRNA mature sequence and a target amino acid sequence, predict their likelihood of interaction. The miRNA is hsa-miR-222-3p with sequence AGCUACAUCUGGCUACUGGGU. The protein sequence of the target gene is MEHFLLEVAAAPLRLIAAKNEKSRSELGRFLAKQVWTPQDRQCVLSTLAQLLLDKDCTVLVGRQLRPLLLDLLERNAEAIKAGGQINHDLHERLCVSMSKLIGNHPDVLPFALRYFKDTSPVFQRLFLESSDANPVRYGRRRMKLRDLMEAAFKFLQQEQSVFRELWDWSVCVPLLRSHDTLVRWYTANCLALVTCMNEEHKLSFLKKIFNSDELIHFRLRLLEEAQLQDLEKALVLANPEVSLWRKQKELQYLQGHLVSSDLSPRVTAVCGVVLPGQLPAPGELGGNRSSSREQELALR.... Result: 1 (interaction).